From a dataset of Forward reaction prediction with 1.9M reactions from USPTO patents (1976-2016). Predict the product of the given reaction. (1) The product is: [C:55]([O:59][C:60]([N:62]1[C:70]2[C:65](=[CH:66][CH:67]=[C:68]([NH:71][C:48]3[CH:53]=[CH:52][CH:51]=[CH:50][C:49]=3[F:54])[CH:69]=2)[C:64]([C:72]2[CH:77]=[CH:76][CH:75]=[CH:74][CH:73]=2)=[N:63]1)=[O:61])([CH3:58])([CH3:56])[CH3:57]. Given the reactants C1C=CC(P(C2C=CC3C(=CC=CC=3)C=2C2C3C(=CC=CC=3)C=CC=2P(C2C=CC=CC=2)C2C=CC=CC=2)C2C=CC=CC=2)=CC=1.Br[C:48]1[CH:53]=[CH:52][CH:51]=[CH:50][C:49]=1[F:54].[C:55]([O:59][C:60]([N:62]1[C:70]2[C:65](=[CH:66][CH:67]=[C:68]([NH2:71])[CH:69]=2)[C:64]([C:72]2[CH:77]=[CH:76][CH:75]=[CH:74][CH:73]=2)=[N:63]1)=[O:61])([CH3:58])([CH3:57])[CH3:56].C(=O)([O-])[O-].[Cs+].[Cs+], predict the reaction product. (2) Given the reactants [CH2:1]([O:8][C:9](=[O:29])[CH:10]([O:26][CH2:27][CH3:28])[CH2:11][C:12]1[CH:17]=[CH:16][C:15]([OH:18])=[C:14]([CH2:19][C:20]2[CH:25]=[CH:24][CH:23]=[CH:22][CH:21]=2)[CH:13]=1)[C:2]1[CH:7]=[CH:6][CH:5]=[CH:4][CH:3]=1.[C:30]([O:34][C:35]([NH:37][C:38]1[CH:43]=[CH:42][C:41]([CH2:44][C:45](O)=[O:46])=[CH:40][CH:39]=1)=[O:36])([CH3:33])([CH3:32])[CH3:31].C(OC(=O)C(OCC)CC1C=CC(OC(=O)CC2N=C(C3C=CC=CC=3)OC=2C)=C(CC2C=CC=CC=2)C=1)C1C=CC=CC=1, predict the reaction product. The product is: [CH2:1]([O:8][C:9](=[O:29])[CH:10]([O:26][CH2:27][CH3:28])[CH2:11][C:12]1[CH:17]=[CH:16][C:15]([O:18][C:45](=[O:46])[CH2:44][C:41]2[CH:40]=[CH:39][C:38]([NH:37][C:35]([O:34][C:30]([CH3:32])([CH3:31])[CH3:33])=[O:36])=[CH:43][CH:42]=2)=[C:14]([CH2:19][C:20]2[CH:21]=[CH:22][CH:23]=[CH:24][CH:25]=2)[CH:13]=1)[C:2]1[CH:7]=[CH:6][CH:5]=[CH:4][CH:3]=1. (3) The product is: [N:23]([C:2]1[CH:3]=[C:4]2[C@@:15]3([CH2:20][CH2:19][S:18][C:17]([NH2:21])=[N:16]3)[C:14]3[CH:13]=[C:12]([Cl:22])[N:11]=[CH:10][C:9]=3[O:8][C:5]2=[CH:6][CH:7]=1)=[N+:24]=[N-:25]. Given the reactants Br[C:2]1[CH:3]=[C:4]2[C@@:15]3([CH2:20][CH2:19][S:18][C:17]([NH2:21])=[N:16]3)[C:14]3[CH:13]=[C:12]([Cl:22])[N:11]=[CH:10][C:9]=3[O:8][C:5]2=[CH:6][CH:7]=1.[N-:23]=[N+:24]=[N-:25].[Na+].CCO.[N-]=[N+]=[N-], predict the reaction product. (4) Given the reactants Br[C:2]1[CH:3]=[CH:4][C:5]([N+:15]([O-:17])=[O:16])=[C:6]([NH:8][C:9]2[CH:14]=[CH:13][CH:12]=[CH:11][CH:10]=2)[CH:7]=1.[NH:18]1[CH2:23][CH2:22][CH2:21][CH2:20][CH2:19]1, predict the reaction product. The product is: [N+:15]([C:5]1[CH:4]=[CH:3][C:2]([N:18]2[CH2:23][CH2:22][CH2:21][CH2:20][CH2:19]2)=[CH:7][C:6]=1[NH:8][C:9]1[CH:14]=[CH:13][CH:12]=[CH:11][CH:10]=1)([O-:17])=[O:16]. (5) Given the reactants C(=[N:14][C:15]1[CH:16]=[CH:17][C:18]([F:31])=[C:19]([C:21]2([CH:28]3[CH2:30][CH2:29]3)[NH:26][C:25](=[S:27])[CH2:24][O:23][CH2:22]2)[CH:20]=1)(C1C=CC=CC=1)C1C=CC=CC=1.C(=O)([O-])O.[Na+], predict the reaction product. The product is: [NH2:14][C:15]1[CH:16]=[CH:17][C:18]([F:31])=[C:19]([C:21]2([CH:28]3[CH2:29][CH2:30]3)[NH:26][C:25](=[S:27])[CH2:24][O:23][CH2:22]2)[CH:20]=1. (6) Given the reactants [Br:1][C:2]1[C:11]2[C:6](=[CH:7][CH:8]=[CH:9][CH:10]=2)[C:5]([OH:12])=[C:4]([C:13]#[N:14])[C:3]=1C.C(N(CC)CC)C.[F:23][C:24]([F:55])([F:54])[C:25]([F:53])([F:52])[C:26]([F:51])([F:50])[C:27]([F:49])([F:48])[S:28](O[S:28]([C:27]([F:49])([F:48])[C:26]([F:50])([F:51])[C:25]([F:52])([F:53])[C:24]([F:23])([F:54])[F:55])(=[O:29])=[O:30])(=[O:30])=[O:29], predict the reaction product. The product is: [F:49][C:27]([F:48])([S:28]([O:12][C:5]1[C:6]2[C:11](=[CH:10][CH:9]=[CH:8][CH:7]=2)[C:2]([Br:1])=[CH:3][C:4]=1[C:13]#[N:14])(=[O:30])=[O:29])[C:26]([F:50])([F:51])[C:25]([F:53])([F:52])[C:24]([F:55])([F:54])[F:23]. (7) Given the reactants CN(C(ON1N=NC2C=CC=CC1=2)=[N+](C)C)C.[B-](F)(F)(F)F.[F:23][C:24]1[CH:29]=[CH:28][C:27]([N:30]2[C:33](=[O:34])[C@H:32]([S:35][CH2:36][C:37]([C:39]3[CH:44]=[CH:43][C:42]([F:45])=[CH:41][CH:40]=3)=[O:38])[C@H:31]2[C:46]2[CH:60]=[CH:59][C:49]([O:50][CH2:51][C:52]([NH:54][CH2:55][C:56](O)=[O:57])=[O:53])=[CH:48][CH:47]=2)=[CH:26][CH:25]=1.CN1CCOCC1.FC(F)(F)C(O)=O.[C:75]1([CH:81]([C:87]2[CH:92]=[CH:91][CH:90]=[CH:89][CH:88]=2)[C@H:82]([C:84]([OH:86])=[O:85])[NH2:83])[CH:80]=[CH:79][CH:78]=[CH:77][CH:76]=1.[BH4-].[Na+], predict the reaction product. The product is: [F:23][C:24]1[CH:29]=[CH:28][C:27]([N:30]2[C:33](=[O:34])[C@H:32]([S:35][CH2:36][CH:37]([C:39]3[CH:40]=[CH:41][C:42]([F:45])=[CH:43][CH:44]=3)[OH:38])[C@H:31]2[C:46]2[CH:60]=[CH:59][C:49]([O:50][CH2:51][C:52]([NH:54][CH2:55][C:56]([NH:83][C@@H:82]([C:84]([OH:86])=[O:85])[CH:81]([C:87]3[CH:88]=[CH:89][CH:90]=[CH:91][CH:92]=3)[C:75]3[CH:80]=[CH:79][CH:78]=[CH:77][CH:76]=3)=[O:57])=[O:53])=[CH:48][CH:47]=2)=[CH:26][CH:25]=1. (8) Given the reactants [CH3:1][O:2][C:3]1[CH:4]=[C:5]([S:10][CH2:11][C@@H:12]2[C@:21]3([CH3:22])[C@H:16]([C:17]([CH3:24])([CH3:23])[CH2:18][CH2:19][CH2:20]3)[CH2:15][CH2:14][C@@:13]2([CH3:26])O)[CH:6]=[C:7]([CH3:9])[CH:8]=1.Cl[Sn](Cl)(Cl)Cl.O, predict the reaction product. The product is: [CH3:1][O:2][C:3]1[CH:8]=[C:7]([CH3:9])[CH:6]=[C:5]2[C:4]=1[C@@:13]1([CH3:26])[C@H:12]([CH2:11][S:10]2)[C@:21]2([CH3:22])[C@H:16]([C:17]([CH3:24])([CH3:23])[CH2:18][CH2:19][CH2:20]2)[CH2:15][CH2:14]1. (9) Given the reactants [CH2:1]([O:3][C:4]([C:6]1[CH2:11][C@@H:10]([O:12][S:13]([CH3:16])(=[O:15])=[O:14])[C@@H:9](OS(C)(=O)=O)[C@H:8]([N:22]=[N+]=[N-])[CH:7]=1)=[O:5])[CH3:2].[P:25]([O:32]CC)([O:29][CH2:30][CH3:31])[O:26][CH2:27][CH3:28], predict the reaction product. The product is: [CH2:1]([O:3][C:4]([C:6]1[CH2:11][C@@H:10]([O:12][S:13]([CH3:16])(=[O:15])=[O:14])[C@@H:9]2[C@@H:8]([N:22]2[P:25]([O:29][CH2:30][CH3:31])([O:26][CH2:27][CH3:28])=[O:32])[CH:7]=1)=[O:5])[CH3:2]. (10) Given the reactants [NH2:1][C:2]1[C:11]([N+:12]([O-])=O)=[C:10]2[C:5]([C:6]([CH3:41])([CH3:40])[C:7](=[O:39])[N:8]([CH2:16][CH2:17][CH2:18][N:19]([CH2:27][CH2:28][C:29]3[CH:34]=[CH:33][C:32]([O:35][CH3:36])=[C:31]([O:37][CH3:38])[CH:30]=3)[C:20](=[O:26])[O:21][C:22]([CH3:25])([CH3:24])[CH3:23])[C:9]2=[O:15])=[CH:4][CH:3]=1, predict the reaction product. The product is: [NH2:1][C:2]1[C:11]([NH2:12])=[C:10]2[C:5]([C:6]([CH3:41])([CH3:40])[C:7](=[O:39])[N:8]([CH2:16][CH2:17][CH2:18][N:19]([CH2:27][CH2:28][C:29]3[CH:34]=[CH:33][C:32]([O:35][CH3:36])=[C:31]([O:37][CH3:38])[CH:30]=3)[C:20](=[O:26])[O:21][C:22]([CH3:23])([CH3:25])[CH3:24])[C:9]2=[O:15])=[CH:4][CH:3]=1.